This data is from Peptide-MHC class II binding affinity with 134,281 pairs from IEDB. The task is: Regression. Given a peptide amino acid sequence and an MHC pseudo amino acid sequence, predict their binding affinity value. This is MHC class II binding data. The peptide sequence is CYNAVLTHVKINDKC. The MHC is DRB1_1101 with pseudo-sequence DRB1_1101. The binding affinity (normalized) is 0.535.